From a dataset of Full USPTO retrosynthesis dataset with 1.9M reactions from patents (1976-2016). Predict the reactants needed to synthesize the given product. (1) The reactants are: [CH:1]1([N:6]2[CH2:12][CH:11]([CH3:13])[C:10](=[O:14])[N:9]([CH3:15])[C:8]3[CH:16]=[N:17][C:18]([NH:20][C:21]4[CH:29]=[CH:28][C:24]([C:25](O)=[O:26])=[CH:23][C:22]=4[CH3:30])=[N:19][C:7]2=3)[CH2:5][CH2:4][CH2:3][CH2:2]1.F[P-](F)(F)(F)(F)F.CN(C(N(C)C)=[N+]1C2C(=NC=CC=2)[N+]([O-])=N1)C.C(N(C(C)C)C(C)C)C.[NH2:64][CH:65]1[CH2:70][CH2:69][N:68]([CH3:71])[CH2:67][CH2:66]1. Given the product [CH:1]1([N:6]2[CH2:12][CH:11]([CH3:13])[C:10](=[O:14])[N:9]([CH3:15])[C:8]3[CH:16]=[N:17][C:18]([NH:20][C:21]4[CH:29]=[CH:28][C:24]([C:25]([NH:64][CH:65]5[CH2:70][CH2:69][N:68]([CH3:71])[CH2:67][CH2:66]5)=[O:26])=[CH:23][C:22]=4[CH3:30])=[N:19][C:7]2=3)[CH2:2][CH2:3][CH2:4][CH2:5]1, predict the reactants needed to synthesize it. (2) Given the product [N:7]1[C:11]2[C:10](=[N:15][CH:14]=[CH:13][CH:12]=2)[N:9]([CH2:17][CH2:18][CH2:19][CH2:20][NH2:21])[CH:8]=1, predict the reactants needed to synthesize it. The reactants are: C(=O)([O-])[O-].[K+].[K+].[N:7]1[C:11]2[CH:12]=[CH:13][CH:14]=[N:15][C:10]=2[NH:9][CH:8]=1.Br[CH2:17][CH2:18][CH2:19][CH2:20][N:21]1C(=O)C2=CC=CC=C2C1=O. (3) Given the product [Cl:1][C:2]1[CH:7]=[CH:6][C:5]([C:8]2[S:9][C:10]([C:14](=[N:18][NH2:19])[CH3:15])=[C:11]([CH3:13])[N:12]=2)=[CH:4][CH:3]=1, predict the reactants needed to synthesize it. The reactants are: [Cl:1][C:2]1[CH:7]=[CH:6][C:5]([C:8]2[S:9][C:10]([C:14](=O)[CH3:15])=[C:11]([CH3:13])[N:12]=2)=[CH:4][CH:3]=1.O.[NH2:18][NH2:19]. (4) Given the product [C:17]([O:21][C:22]([N:24]1[CH2:31][C@H:30]([O:32][C:2]2[CH:7]=[C:6]([C:8]3[CH:13]=[CH:12][CH:11]=[CH:10][N:9]=3)[N:5]=[C:4]3[CH:14]=[CH:15][S:16][C:3]=23)[CH2:29][C@H:25]1[C:26]([OH:28])=[O:27])=[O:23])([CH3:20])([CH3:18])[CH3:19], predict the reactants needed to synthesize it. The reactants are: Cl[C:2]1[CH:7]=[C:6]([C:8]2[CH:13]=[CH:12][CH:11]=[CH:10][N:9]=2)[N:5]=[C:4]2[CH:14]=[CH:15][S:16][C:3]=12.[C:17]([O:21][C:22]([N:24]1[CH2:31][C@H:30]([OH:32])[CH2:29][C@H:25]1[C:26]([OH:28])=[O:27])=[O:23])([CH3:20])([CH3:19])[CH3:18].CC(C)([O-])C.[K+]. (5) Given the product [ClH:30].[CH2:27]([C:28]1[O:17][C:11]2[C:10]([N:18]=1)=[CH:9][C:8]1[CH:7]3[CH2:16][CH:14]([CH2:15][NH:5][CH2:6]3)[C:13]=1[CH:12]=2)[C:21]1[CH:26]=[CH:25][CH:24]=[CH:23][CH:22]=1, predict the reactants needed to synthesize it. The reactants are: FC(F)(F)C([N:5]1[CH2:15][CH:14]2[CH2:16][CH:7]([C:8]3[CH:9]=[C:10]([NH2:18])[C:11]([OH:17])=[CH:12][C:13]=32)[CH2:6]1)=O.[C:21]1([CH2:27][C:28]([Cl:30])=O)[CH:26]=[CH:25][CH:24]=[CH:23][CH:22]=1.